From a dataset of CYP1A2 inhibition data for predicting drug metabolism from PubChem BioAssay. Regression/Classification. Given a drug SMILES string, predict its absorption, distribution, metabolism, or excretion properties. Task type varies by dataset: regression for continuous measurements (e.g., permeability, clearance, half-life) or binary classification for categorical outcomes (e.g., BBB penetration, CYP inhibition). Dataset: cyp1a2_veith. (1) The molecule is CCN1CCC(O)([C@H](C(=O)O)c2ccccc2)CC1. The result is 0 (non-inhibitor). (2) The drug is O=[N+]([O-])c1cccc2c(Br)[nH]nc12. The result is 1 (inhibitor). (3) The molecule is CCOC(=O)C1=C(C)OC(N)=C(C#N)C12C(=O)N(C)c1ccccc12. The result is 0 (non-inhibitor). (4) The molecule is O=c1cc(O)cc(/C=C\c2ccc(O)c(O)c2)o1. The result is 0 (non-inhibitor). (5) The molecule is COc1ccccc1-c1nc(NCCN2CCOCC2)c2ccccc2n1. The result is 1 (inhibitor).